Dataset: Forward reaction prediction with 1.9M reactions from USPTO patents (1976-2016). Task: Predict the product of the given reaction. (1) Given the reactants Br[C:2]1[CH:7]=[CH:6][CH:5]=[C:4]([Br:8])[N:3]=1.[CH:9](=[O:12])[CH2:10][CH3:11].N1C=CC=CC=1C(O)CCC, predict the reaction product. The product is: [Br:8][C:4]1[N:3]=[C:2]([CH:9]([OH:12])[CH2:10][CH3:11])[CH:7]=[CH:6][CH:5]=1. (2) Given the reactants [Cl:1][C:2]1[CH:3]=[C:4]([C:8]2[O:12][C:11]([C:13]([OH:15])=O)=[CH:10][CH:9]=2)[CH:5]=[CH:6][CH:7]=1.N[C:17]1[CH:18]=[C:19]([CH2:23][C:24]#[N:25])[CH:20]=[CH:21][CH:22]=1, predict the reaction product. The product is: [Cl:1][C:2]1[CH:3]=[C:4]([C:8]2[O:12][C:11]([C:13]([C:17]3[CH:18]=[C:19]([CH2:23][C:24]#[N:25])[CH:20]=[CH:21][CH:22]=3)=[O:15])=[CH:10][CH:9]=2)[CH:5]=[CH:6][CH:7]=1. (3) Given the reactants Br[C:2]1[CH:3]=[C:4]([C:8]2[N:13]=[C:12]([C:14]3[CH:19]=[CH:18][C:17]([Cl:20])=[CH:16][CH:15]=3)[CH:11]=[C:10]([CH3:21])[N:9]=2)[CH:5]=[CH:6][CH:7]=1.[C:22]([NH:26][S:27]([C:30]1[S:31][C:32](B2OC(C)(C)C(C)(C)O2)=[CH:33][CH:34]=1)(=[O:29])=[O:28])([CH3:25])([CH3:24])[CH3:23], predict the reaction product. The product is: [C:22]([NH:26][S:27]([C:30]1[S:31][C:32]([C:2]2[CH:7]=[CH:6][CH:5]=[C:4]([C:8]3[N:9]=[C:10]([CH3:21])[CH:11]=[C:12]([C:14]4[CH:19]=[CH:18][C:17]([Cl:20])=[CH:16][CH:15]=4)[N:13]=3)[CH:3]=2)=[CH:33][CH:34]=1)(=[O:28])=[O:29])([CH3:25])([CH3:23])[CH3:24]. (4) The product is: [N:14]1([CH2:18][CH2:19][N:20]2[CH:24]=[C:23]([C:25]3[CH:30]=[CH:29][C:28]([F:31])=[C:27]([CH3:32])[CH:26]=3)[N:22]=[C:21]2[CH:33]2[CH2:34][CH2:35][N:36]([C:7]3[N:6]=[CH:5][N:4]=[C:3]([NH2:9])[C:2]=3[Br:1])[CH2:37][CH2:38]2)[CH2:15][CH2:16][CH2:17]1. Given the reactants [Br:1][C:2]1[C:3]([NH2:9])=[N:4][CH:5]=[N:6][C:7]=1Cl.Cl.Cl.Cl.Cl.[N:14]1([CH2:18][CH2:19][N:20]2[CH:24]=[C:23]([C:25]3[CH:30]=[CH:29][C:28]([F:31])=[C:27]([CH3:32])[CH:26]=3)[N:22]=[C:21]2[CH:33]2[CH2:38][CH2:37][NH:36][CH2:35][CH2:34]2)[CH2:17][CH2:16][CH2:15]1.C([O-])([O-])=O.[Cs+].[Cs+].O, predict the reaction product. (5) Given the reactants FC(F)(F)C(O)=O.[O:8]1[C:12]2[CH:13]=[CH:14][CH:15]=[CH:16][C:11]=2[C:10]([NH:17][C:18]([N:20]2[CH2:25][CH2:24][NH:23][CH2:22][CH2:21]2)=[O:19])=[N:9]1.C(N(CC)CC)C.Cl.[N:34]1[CH:39]=[CH:38][CH:37]=[CH:36][C:35]=1[C:40](Cl)=[O:41].O, predict the reaction product. The product is: [O:8]1[C:12]2[CH:13]=[CH:14][CH:15]=[CH:16][C:11]=2[C:10]([NH:17][C:18]([N:20]2[CH2:25][CH2:24][N:23]([C:40]([C:35]3[CH:36]=[CH:37][CH:38]=[CH:39][N:34]=3)=[O:41])[CH2:22][CH2:21]2)=[O:19])=[N:9]1. (6) Given the reactants [CH2:1]([NH2:3])[CH3:2].CO.[Cl:6][C:7]1[C:8]([F:36])=[C:9]([C@@H:13]2[C@:17]([C:20]3[CH:25]=[CH:24][C:23]([Cl:26])=[CH:22][C:21]=3[F:27])([C:18]#[N:19])[C@H:16]([CH2:28][C:29]([CH3:32])([CH3:31])[CH3:30])[NH:15][C@H:14]2[C:33](O)=[O:34])[CH:10]=[CH:11][CH:12]=1.CN(C(ON1N=NC2C=CC=NC1=2)=[N+](C)C)C.F[P-](F)(F)(F)(F)F, predict the reaction product. The product is: [CH2:1]([NH:3][C:33]([C@H:14]1[C@H:13]([C:9]2[CH:10]=[CH:11][CH:12]=[C:7]([Cl:6])[C:8]=2[F:36])[C@:17]([C:20]2[CH:25]=[CH:24][C:23]([Cl:26])=[CH:22][C:21]=2[F:27])([C:18]#[N:19])[C@H:16]([CH2:28][C:29]([CH3:32])([CH3:31])[CH3:30])[NH:15]1)=[O:34])[CH3:2]. (7) Given the reactants C([O:3][C:4]([C:6]1[N:7]([C:30]2[CH:35]=[CH:34][C:33]([O:36][CH:37]([CH3:39])[CH3:38])=[CH:32][CH:31]=2)[C:8]2[C:13]([C:14]=1[C:15]([O:17]CC)=[O:16])=[CH:12][C:11]([C:20]1[CH:25]=[CH:24][C:23]([C:26]([F:29])([F:28])[F:27])=[CH:22][N:21]=1)=[CH:10][CH:9]=2)=[O:5])C.[OH-].[Na+].Cl, predict the reaction product. The product is: [CH:37]([O:36][C:33]1[CH:34]=[CH:35][C:30]([N:7]2[C:8]3[C:13](=[CH:12][C:11]([C:20]4[CH:25]=[CH:24][C:23]([C:26]([F:27])([F:29])[F:28])=[CH:22][N:21]=4)=[CH:10][CH:9]=3)[C:14]([C:15]([OH:17])=[O:16])=[C:6]2[C:4]([OH:5])=[O:3])=[CH:31][CH:32]=1)([CH3:39])[CH3:38]. (8) Given the reactants [CH3:1][C:2]([O:24][Si:25]([CH3:28])([CH3:27])[CH3:26])([CH2:19][CH2:20][CH2:21][CH2:22][CH3:23])[CH2:3][CH2:4]S(C1N(C2C=CC=CC=2)N=NN=1)(=O)=O.C[Si](C)(C)[N-][Si](C)(C)C.[K+].[CH:39]([C@H:41]1[C@H:45]([CH3:46])[O:44][C:43](=[O:47])[N:42]1[CH2:48][CH2:49][S:50][C:51]1[S:52][CH:53]=[C:54]([C:56]([O:58][CH2:59][CH2:60][CH2:61][CH3:62])=[O:57])[N:55]=1)=O.C(=O)(O)[O-].[Na+], predict the reaction product. The product is: [CH3:46][C@@H:45]1[O:44][C:43](=[O:47])[N:42]([CH2:48][CH2:49][S:50][C:51]2[S:52][CH:53]=[C:54]([C:56]([O:58][CH2:59][CH2:60][CH2:61][CH3:62])=[O:57])[N:55]=2)[C@H:41]1/[CH:39]=[CH:4]/[CH2:3][C:2]([CH3:1])([O:24][Si:25]([CH3:27])([CH3:26])[CH3:28])[CH2:19][CH2:20][CH2:21][CH2:22][CH3:23]. (9) The product is: [CH3:35][O:34][C:29]1[CH:30]=[CH:31][CH:32]=[CH:33][C:28]=1[CH2:27][O:26][CH2:25][CH2:24][CH2:23][O:22][C:19]1[CH:18]=[CH:17][C:16]([CH:15]2[CH2:14][CH2:13][N:12]([C:36]([O:38][C:39]([CH3:41])([CH3:42])[CH3:40])=[O:37])[CH2:11][CH:10]2[O:9][CH2:8][CH2:7][O:6][C:5]2[CH:43]=[CH:44][CH:45]=[CH:46][C:4]=2[CH2:3][CH2:2][NH:1][C:48]([O:50][CH3:51])=[O:49])=[CH:21][CH:20]=1. Given the reactants [NH2:1][CH2:2][CH2:3][C:4]1[CH:46]=[CH:45][CH:44]=[CH:43][C:5]=1[O:6][CH2:7][CH2:8][O:9][CH:10]1[CH:15]([C:16]2[CH:21]=[CH:20][C:19]([O:22][CH2:23][CH2:24][CH2:25][O:26][CH2:27][C:28]3[CH:33]=[CH:32][CH:31]=[CH:30][C:29]=3[O:34][CH3:35])=[CH:18][CH:17]=2)[CH2:14][CH2:13][N:12]([C:36]([O:38][C:39]([CH3:42])([CH3:41])[CH3:40])=[O:37])[CH2:11]1.Cl[C:48]([O:50][CH3:51])=[O:49], predict the reaction product.